From a dataset of Full USPTO retrosynthesis dataset with 1.9M reactions from patents (1976-2016). Predict the reactants needed to synthesize the given product. (1) The reactants are: CN(C)/[CH:3]=[CH:4]/[C:5]([C:7]1[CH:17]=[CH:16][C:10]([C:11]([O:13][CH2:14][CH3:15])=[O:12])=[CH:9][CH:8]=1)=O.C(=O)([O-])[O-].[K+].[K+].[C:25]([NH:28][C:29]1[CH:37]=[CH:36][C:32]([C:33]([NH2:35])=[O:34])=[CH:31][CH:30]=1)(=[NH:27])[NH2:26]. Given the product [C:33]([C:32]1[CH:36]=[CH:37][C:29]([NH:28][C:25]2[N:26]=[C:5]([C:7]3[CH:17]=[CH:16][C:10]([C:11]([O:13][CH2:14][CH3:15])=[O:12])=[CH:9][CH:8]=3)[CH:4]=[CH:3][N:27]=2)=[CH:30][CH:31]=1)(=[O:34])[NH2:35], predict the reactants needed to synthesize it. (2) Given the product [CH3:45][CH:46]([CH3:52])[CH2:47][S:48]([N:4]1[CH2:5][CH2:6][N:1]([C:7]2[CH:8]=[N:9][C:10]3[C:15]([N:16]=2)=[CH:14][C:13]([C:17]2[CH:18]=[C:19]([NH:23][S:24]([C:27]4[CH:32]=[CH:31][CH:30]=[CH:29][CH:28]=4)(=[O:26])=[O:25])[CH:20]=[N:21][CH:22]=2)=[CH:12][CH:11]=3)[CH2:2][CH2:3]1)(=[O:50])=[O:49], predict the reactants needed to synthesize it. The reactants are: [N:1]1([C:7]2[CH:8]=[N:9][C:10]3[C:15]([N:16]=2)=[CH:14][C:13]([C:17]2[CH:18]=[C:19]([NH:23][S:24]([C:27]4[CH:32]=[CH:31][CH:30]=[CH:29][CH:28]=4)(=[O:26])=[O:25])[CH:20]=[N:21][CH:22]=2)=[CH:12][CH:11]=3)[CH2:6][CH2:5][NH:4][CH2:3][CH2:2]1.C(N(CC)CC)C.S(Cl)(Cl)(=O)=O.[CH3:45][CH:46]([CH3:52])[CH2:47][S:48](Cl)(=[O:50])=[O:49]. (3) Given the product [CH2:25]([O:27][C:28]1[CH:29]=[C:30]([C:2]2[CH:11]=[CH:10][C:9]3[N:8]=[CH:7][C:6]4[N:12]([CH3:24])[C:13](=[O:23])[N:14]([C:15]5[C:16]([CH3:22])=[N:17][N:18]([CH2:20][CH3:21])[CH:19]=5)[C:5]=4[C:4]=3[CH:3]=2)[CH:31]=[CH:32][C:33]=1[O:34][CH3:35])[CH3:26], predict the reactants needed to synthesize it. The reactants are: Br[C:2]1[CH:11]=[CH:10][C:9]2[N:8]=[CH:7][C:6]3[N:12]([CH3:24])[C:13](=[O:23])[N:14]([C:15]4[C:16]([CH3:22])=[N:17][N:18]([CH2:20][CH3:21])[CH:19]=4)[C:5]=3[C:4]=2[CH:3]=1.[CH2:25]([O:27][C:28]1[CH:29]=[C:30](B(O)O)[CH:31]=[CH:32][C:33]=1[O:34][CH3:35])[CH3:26]. (4) Given the product [Cl:1][C:2]1[N:3]=[C:4]([C:9]([NH:11][CH:12]2[CH2:15][N:14]([C:16]3[S:17][C:18]4[C:24]([C:25]([OH:27])=[O:26])=[CH:23][CH:22]=[CH:21][C:19]=4[N:20]=3)[CH2:13]2)=[O:10])[NH:5][C:6]=1[CH2:7][CH3:8], predict the reactants needed to synthesize it. The reactants are: [Cl:1][C:2]1[N:3]=[C:4]([C:9]([NH:11][CH:12]2[CH2:15][N:14]([C:16]3[S:17][C:18]4[C:24]([C:25]([O:27]CC)=[O:26])=[CH:23][CH:22]=[CH:21][C:19]=4[N:20]=3)[CH2:13]2)=[O:10])[NH:5][C:6]=1[CH2:7][CH3:8].[OH-].[Li+].O.